This data is from Full USPTO retrosynthesis dataset with 1.9M reactions from patents (1976-2016). The task is: Predict the reactants needed to synthesize the given product. (1) Given the product [NH:1]1[CH:5]=[CH:4][N:3]=[C:2]1[CH2:6][CH:7]1[C:16]2[C:11](=[CH:12][CH:13]=[CH:14][CH:15]=2)[NH:10][CH2:9][CH2:8]1, predict the reactants needed to synthesize it. The reactants are: [NH:1]1[CH:5]=[CH:4][N:3]=[C:2]1[CH2:6][CH:7]1[C:16]2[C:11](=[CH:12][CH:13]=[CH:14][CH:15]=2)[N:10](S(C2C=CC(C)=CC=2)(=O)=O)[CH2:9][CH2:8]1.Br.C1(OC)C=CC=CC=1.[OH-].[Na+]. (2) Given the product [Cl:8][CH2:21][C:20]([C:23]1[C:28]2[O:29][CH2:30][C:31](=[O:33])[NH:32][C:27]=2[CH:26]=[CH:25][CH:24]=1)=[O:22], predict the reactants needed to synthesize it. The reactants are: I(Cl)(=O)=O.I([Cl:8])(=O)=O.C([N+](C)(C)C)C1C=CC=CC=1.[C:20]([C:23]1[C:28]2[O:29][CH2:30][C:31](=[O:33])[NH:32][C:27]=2[CH:26]=[CH:25][CH:24]=1)(=[O:22])[CH3:21]. (3) Given the product [Cl:1][C:2]1[CH:3]=[C:4]([N:8]([CH2:9][C:10]2[C:19]3[C:14](=[C:15]([F:20])[CH:16]=[CH:17][CH:18]=3)[NH:13][C:12](=[O:21])[C:11]=2[F:22])[C:30](=[O:31])[C:29]2[C:24]([CH3:23])=[CH:25][CH:26]=[N:27][CH:28]=2)[CH:5]=[CH:6][CH:7]=1, predict the reactants needed to synthesize it. The reactants are: [Cl:1][C:2]1[CH:3]=[C:4]([NH:8][CH2:9][C:10]2[C:19]3[C:14](=[C:15]([F:20])[CH:16]=[CH:17][CH:18]=3)[NH:13][C:12](=[O:21])[C:11]=2[F:22])[CH:5]=[CH:6][CH:7]=1.[CH3:23][C:24]1[C:29]([C:30](O)=[O:31])=[CH:28][N:27]=[CH:26][CH:25]=1. (4) The reactants are: [NH2:1][CH2:2][CH:3]([OH:6])[CH2:4][OH:5].C(N(CC)CC)C.[C:14](O[C:14]([O:16][C:17]([CH3:20])([CH3:19])[CH3:18])=[O:15])([O:16][C:17]([CH3:20])([CH3:19])[CH3:18])=[O:15]. Given the product [C:17]([O:16][C:14]([NH:1][CH2:2][CH:3]([OH:6])[CH2:4][OH:5])=[O:15])([CH3:20])([CH3:19])[CH3:18], predict the reactants needed to synthesize it. (5) Given the product [Br:14][C:15]1[CH:20]=[CH:19][C:18]([C:2]2[CH:7]=[CH:6][C:5]([CH3:8])=[CH:4][N:3]=2)=[CH:17][CH:16]=1, predict the reactants needed to synthesize it. The reactants are: Br[C:2]1[CH:7]=[CH:6][C:5]([CH3:8])=[CH:4][N:3]=1.C1COCC1.[Br:14][C:15]1[CH:20]=[CH:19][C:18](I)=[CH:17][CH:16]=1.C(N(CC(O)=O)CC(O)=O)CN(CC(O)=O)CC(O)=O. (6) Given the product [Cl:1][C:2]1[CH:3]=[CH:4][C:5]([O:41][CH:42]([F:43])[F:44])=[C:6]([C:8]2[C:13]([O:14][CH3:15])=[CH:12][N:11]([CH:16]([CH2:33][CH2:34][O:35][C:36]([F:39])([F:38])[F:37])[C:17]([NH:19][C:20]3[CH:32]=[CH:31][C:23]([C:24]([OH:26])=[O:25])=[CH:22][CH:21]=3)=[O:18])[C:10](=[O:40])[CH:9]=2)[CH:7]=1, predict the reactants needed to synthesize it. The reactants are: [Cl:1][C:2]1[CH:3]=[CH:4][C:5]([O:41][CH:42]([F:44])[F:43])=[C:6]([C:8]2[C:13]([O:14][CH3:15])=[CH:12][N:11]([CH:16]([CH2:33][CH2:34][O:35][C:36]([F:39])([F:38])[F:37])[C:17]([NH:19][C:20]3[CH:32]=[CH:31][C:23]([C:24]([O:26]C(C)(C)C)=[O:25])=[CH:22][CH:21]=3)=[O:18])[C:10](=[O:40])[CH:9]=2)[CH:7]=1.C(O)(C(F)(F)F)=O. (7) The reactants are: [F:1][C:2]1[CH:7]=[C:6]([N+:8]([O-:10])=[O:9])[C:5]([F:11])=[CH:4][C:3]=1[C:12](C)([C:18](OCC)=O)[C:13]([O:15]CC)=[O:14].S(=O)(=O)(O)O.O. Given the product [F:1][C:2]1[CH:7]=[C:6]([N+:8]([O-:10])=[O:9])[C:5]([F:11])=[CH:4][C:3]=1[CH:12]([CH3:18])[C:13]([OH:15])=[O:14], predict the reactants needed to synthesize it. (8) Given the product [Br:3][C:4]1[CH:5]=[C:6]([NH2:13])[CH:7]=[C:8]([NH2:10])[CH:9]=1, predict the reactants needed to synthesize it. The reactants are: [Cl-].[NH4+].[Br:3][C:4]1[CH:9]=[C:8]([N+:10]([O-])=O)[CH:7]=[C:6]([N+:13]([O-])=O)[CH:5]=1. (9) Given the product [CH2:16]([N:12]1[C:13]2[C:8](=[C:7]([C:24]#[N:25])[N:6]=[C:5]([C:3]([NH:26][CH2:27][CH2:28][C:29]([OH:31])=[O:30])=[O:4])[C:14]=2[OH:15])[CH:9]=[CH:10][C:11]1=[O:23])[C:17]1[CH:22]=[CH:21][CH:20]=[CH:19][CH:18]=1, predict the reactants needed to synthesize it. The reactants are: CO[C:3]([C:5]1[C:14]([OH:15])=[C:13]2[C:8]([CH:9]=[CH:10][C:11](=[O:23])[N:12]2[CH2:16][C:17]2[CH:22]=[CH:21][CH:20]=[CH:19][CH:18]=2)=[C:7]([C:24]#[N:25])[N:6]=1)=[O:4].[NH2:26][CH2:27][CH2:28][C:29]([OH:31])=[O:30].C[O-].[Na+]. (10) Given the product [F:38][C:35]1[CH:36]=[CH:37][C:32]([O:31][CH2:30][C:18]2([CH2:17][NH:7][C@@H:8]3[CH2:10][C@H:9]3[C:11]3[CH:12]=[CH:13][CH:14]=[CH:15][CH:16]=3)[CH2:19][CH2:20][N:21]([CH2:24][CH2:25][C:26]([O:28][CH3:29])=[O:27])[CH2:22][CH2:23]2)=[N:33][CH:34]=1, predict the reactants needed to synthesize it. The reactants are: C(OC([N:7]([CH2:17][C:18]1([CH2:30][O:31][C:32]2[CH:37]=[CH:36][C:35]([F:38])=[CH:34][N:33]=2)[CH2:23][CH2:22][N:21]([CH2:24][CH2:25][C:26]([O:28][CH3:29])=[O:27])[CH2:20][CH2:19]1)[C@@H:8]1[CH2:10][C@H:9]1[C:11]1[CH:16]=[CH:15][CH:14]=[CH:13][CH:12]=1)=O)C=C.C(NCC)C.